Regression. Given a peptide amino acid sequence and an MHC pseudo amino acid sequence, predict their binding affinity value. This is MHC class I binding data. From a dataset of Peptide-MHC class I binding affinity with 185,985 pairs from IEDB/IMGT. (1) The peptide sequence is RHIAIQVCY. The MHC is HLA-B44:02 with pseudo-sequence HLA-B44:02. The binding affinity (normalized) is 0.0847. (2) The peptide sequence is EVWGMRWPI. The MHC is HLA-A02:50 with pseudo-sequence HLA-A02:50. The binding affinity (normalized) is 0.719. (3) The peptide sequence is QNDYDEDDY. The MHC is HLA-A01:01 with pseudo-sequence HLA-A01:01. The binding affinity (normalized) is 0.118.